This data is from Human liver microsome stability data. The task is: Regression/Classification. Given a drug SMILES string, predict its absorption, distribution, metabolism, or excretion properties. Task type varies by dataset: regression for continuous measurements (e.g., permeability, clearance, half-life) or binary classification for categorical outcomes (e.g., BBB penetration, CYP inhibition). Dataset: hlm. (1) The compound is CCN(CC)CCNC(=O)c1cccc(-n2cc(NC(=O)Nc3ccccc3Cl)cn2)c1. The result is 0 (unstable in human liver microsomes). (2) The molecule is CC(C)(C)c1cc(NC(=O)[C@@H]2CCCCN2C(=O)C2CCS(=O)(=O)CC2)no1. The result is 0 (unstable in human liver microsomes). (3) The result is 0 (unstable in human liver microsomes). The drug is CS(=O)(=O)Nc1ccc2c(c1)S(=O)(=O)NC(C1=C(O)[C@@H]3C4CCC(CC4)[C@@H]3N(Cc3ccc(F)cc3F)C1=O)=N2.